Dataset: CYP2D6 inhibition data for predicting drug metabolism from PubChem BioAssay. Task: Regression/Classification. Given a drug SMILES string, predict its absorption, distribution, metabolism, or excretion properties. Task type varies by dataset: regression for continuous measurements (e.g., permeability, clearance, half-life) or binary classification for categorical outcomes (e.g., BBB penetration, CYP inhibition). Dataset: cyp2d6_veith. (1) The compound is COC(=O)C1=C(N)N(c2ccccc2C(F)(F)F)C2=C(C(=O)CCC2)C1c1ccc2c(c1)OCO2. The result is 1 (inhibitor). (2) The compound is COc1cc(OC)c2cc(-c3ccncc3)cnc2c1. The result is 0 (non-inhibitor). (3) The drug is COC(=O)[C@@]1(Cc2ccc(F)cc2)[C@H]2c3cc(C(=O)N4CCCC4)n(Cc4cccc5ccccc45)c3C[C@H]2CN1C(=O)c1ccccc1. The result is 0 (non-inhibitor).